This data is from Retrosynthesis with 50K atom-mapped reactions and 10 reaction types from USPTO. The task is: Predict the reactants needed to synthesize the given product. (1) Given the product Cc1ncc(NC(=O)c2cccc(C(F)(F)F)c2)cc1I, predict the reactants needed to synthesize it. The reactants are: Cc1ncc(N)cc1I.O=C(Cl)c1cccc(C(F)(F)F)c1. (2) Given the product OC12CC3CC(C1)C(NC(c1ccccc1)(c1ccccc1)c1ccccc1)C(C3)C2, predict the reactants needed to synthesize it. The reactants are: ClC(c1ccccc1)(c1ccccc1)c1ccccc1.NC1C2CC3CC1CC(O)(C3)C2. (3) Given the product CN(CCCN1CCN(C(=O)OCc2cc(Cl)cc(Cl)c2)CC1)C(=O)OC(C)(C)C, predict the reactants needed to synthesize it. The reactants are: CN(CCC=O)C(=O)OC(C)(C)C.O=C(OCc1cc(Cl)cc(Cl)c1)N1CCNCC1. (4) The reactants are: C[Sn](C)(C)c1cc(Cl)ncc1Cl.Nc1ncc(F)cc1I. Given the product Nc1ncc(F)cc1-c1cc(Cl)ncc1Cl, predict the reactants needed to synthesize it. (5) Given the product C=CCCN1CCN(c2nc(C)c(C(=O)OCC)s2)C1=O, predict the reactants needed to synthesize it. The reactants are: C=CCCBr.CCOC(=O)c1sc(N2CCNC2=O)nc1C. (6) Given the product CCCCC(=O)Nc1ncnc2c1ncn2-c1ccc(NC(=O)Nc2ccc(Cl)c(C(F)(F)F)c2)cc1, predict the reactants needed to synthesize it. The reactants are: CCCCC(=O)OC(=O)CCCC.Nc1ncnc2c1ncn2-c1ccc(NC(=O)Nc2ccc(Cl)c(C(F)(F)F)c2)cc1. (7) Given the product CON(C)C(=O)c1cnc2ccc(Cl)cc2c1Cl, predict the reactants needed to synthesize it. The reactants are: CNOC.O=C(O)c1cnc2ccc(Cl)cc2c1Cl. (8) Given the product O=C1CC(c2cccc(-c3ccnc(CN4CCCC4)c3)c2)=Nc2cc(OCC(F)(F)F)c(C(F)(F)F)cc2N1, predict the reactants needed to synthesize it. The reactants are: C1CCNC1.O=C1CC(c2cccc(-c3ccnc(CO)c3)c2)=Nc2cc(OCC(F)(F)F)c(C(F)(F)F)cc2N1. (9) Given the product COc1ccc(CN2C(=O)CCCC2c2c(OC)cccc2OC)cc1, predict the reactants needed to synthesize it. The reactants are: COc1ccc(CCl)cc1.COc1cccc(OC)c1C1CCCC(=O)N1.